Task: Regression/Classification. Given a drug SMILES string, predict its toxicity properties. Task type varies by dataset: regression for continuous values (e.g., LD50, hERG inhibition percentage) or binary classification for toxic/non-toxic outcomes (e.g., AMES mutagenicity, cardiotoxicity, hepatotoxicity). Dataset: herg_karim.. Dataset: hERG potassium channel inhibition data for cardiac toxicity prediction from Karim et al. (1) The molecule is O=C1OCCc2cc(CCN3CCN(C(=O)Cc4ccc(-n5cnnn5)cc4)CC3)ccc21. The result is 0 (non-blocker). (2) The compound is NC(=O)c1cc(Cl)c2c(Cl)c(C3CC3)n([C@@H]3CCCNC3)c2n1. The result is 1 (blocker).